Predict the product of the given reaction. From a dataset of Forward reaction prediction with 1.9M reactions from USPTO patents (1976-2016). Given the reactants Cl[CH2:2][CH2:3][C:4]([NH:6][C:7]1[CH:20]=[CH:19][C:18]2[C:17](=[O:21])[C:16]3[C:11](=[CH:12][C:13]([NH:22][C:23](=[O:27])[CH2:24][CH2:25]Cl)=[CH:14][CH:15]=3)[C:10](=[O:28])[C:9]=2[CH:8]=1)=[O:5].[CH2:29]([NH2:31])[CH3:30].[N:32]1C=CC=[CH:34][CH:33]=1, predict the reaction product. The product is: [CH2:29]([NH:31][CH2:2][CH2:3][C:4]([NH:6][C:7]1[CH:20]=[CH:19][C:18]2[C:17](=[O:21])[C:16]3[C:11](=[CH:12][C:13]([NH:22][C:23](=[O:27])[CH2:24][CH2:25][NH:32][CH2:33][CH3:34])=[CH:14][CH:15]=3)[C:10](=[O:28])[C:9]=2[CH:8]=1)=[O:5])[CH3:30].